From a dataset of Forward reaction prediction with 1.9M reactions from USPTO patents (1976-2016). Predict the product of the given reaction. (1) Given the reactants CC1C=CC(S(O[CH2:12][CH:13]2[CH2:17][C:16]3[CH:18]=[CH:19][CH:20]=[C:21]([C:22]4[CH:27]=[CH:26][CH:25]=[C:24]([Cl:28])[CH:23]=4)[C:15]=3[O:14]2)(=O)=O)=CC=1.[N-:29]=[N+:30]=[N-:31].[Na+].N(CC1CC2C=C(Cl)C=C(C3C=CSC=3)C=2O1)=[N+]=[N-], predict the reaction product. The product is: [N:29]([CH2:12][CH:13]1[CH2:17][C:16]2[CH:18]=[CH:19][CH:20]=[C:21]([C:22]3[CH:27]=[CH:26][CH:25]=[C:24]([Cl:28])[CH:23]=3)[C:15]=2[O:14]1)=[N+:30]=[N-:31]. (2) Given the reactants [CH:1]1([C:6]2[CH:7]=[C:8]([CH:12]=[CH:13][C:14]=2[O:15][CH3:16])[C:9]([OH:11])=O)[CH2:5][CH2:4][CH2:3][CH2:2]1.C(Cl)(=O)C(Cl)=O.[Br:23][C:24]1[CH:37]=[CH:36][C:27]([CH2:28][C:29]2[S:30][C:31]([CH3:35])=[C:32]([CH3:34])[CH:33]=2)=[CH:26][CH:25]=1, predict the reaction product. The product is: [Br:23][C:24]1[CH:37]=[CH:36][C:27]([CH2:28][C:29]2[S:30][C:31]([CH3:35])=[C:32]([CH3:34])[C:33]=2[C:9]([C:8]2[CH:12]=[CH:13][C:14]([O:15][CH3:16])=[C:6]([CH:1]3[CH2:2][CH2:3][CH2:4][CH2:5]3)[CH:7]=2)=[O:11])=[CH:26][CH:25]=1.